Dataset: Peptide-MHC class II binding affinity with 134,281 pairs from IEDB. Task: Regression. Given a peptide amino acid sequence and an MHC pseudo amino acid sequence, predict their binding affinity value. This is MHC class II binding data. (1) The peptide sequence is GELQIVDKIDAAFKI. The MHC is HLA-DQA10501-DQB10201 with pseudo-sequence HLA-DQA10501-DQB10201. The binding affinity (normalized) is 0.378. (2) The peptide sequence is RNEWILESDHLIAEM. The MHC is DRB3_0101 with pseudo-sequence DRB3_0101. The binding affinity (normalized) is 0.543. (3) The peptide sequence is ELKESWGAIWRIDTP. The MHC is DRB1_1101 with pseudo-sequence DRB1_1101. The binding affinity (normalized) is 0.521. (4) The peptide sequence is PTPVNIIGRNMLTQIGC. The MHC is HLA-DQA10401-DQB10402 with pseudo-sequence HLA-DQA10401-DQB10402. The binding affinity (normalized) is 0.143. (5) The peptide sequence is RVDGLELKKLGEVSW. The MHC is DRB3_0301 with pseudo-sequence DRB3_0301. The binding affinity (normalized) is 0.248. (6) The peptide sequence is VIGLYGNGILVGDNS. The MHC is DRB1_0901 with pseudo-sequence DRB1_0901. The binding affinity (normalized) is 0.268.